This data is from Full USPTO retrosynthesis dataset with 1.9M reactions from patents (1976-2016). The task is: Predict the reactants needed to synthesize the given product. (1) Given the product [CH2:1]([O:3][C:4]([C:5]1[C:14](=[O:15])[C:16]2[C:17](=[N:18][C:19]([O:23][CH3:24])=[C:20]([Br:22])[CH:21]=2)[N:7]([C@H:8]([CH2:12][OH:13])[CH:9]([CH3:11])[CH3:10])[CH:6]=1)=[O:26])[CH3:2], predict the reactants needed to synthesize it. The reactants are: [CH2:1]([O:3][C:4](=[O:26])[C:5]([C:14]([C:16]1[C:17](Cl)=[N:18][C:19]([O:23][CH3:24])=[C:20]([Br:22])[CH:21]=1)=[O:15])=[CH:6][NH:7][C@H:8]([CH2:12][OH:13])[CH:9]([CH3:11])[CH3:10])[CH3:2].C(=O)([O-])[O-].[K+].[K+]. (2) The reactants are: [Cl:1][C:2]1[N:3]=[C:4](Cl)[C:5]2[S:10][CH:9]=[C:8]([CH3:11])[C:6]=2[N:7]=1.[CH2:13]([NH2:16])[C:14]#[CH:15]. Given the product [Cl:1][C:2]1[N:3]=[C:4]([NH:16][CH2:13][C:14]#[CH:15])[C:5]2[S:10][CH:9]=[C:8]([CH3:11])[C:6]=2[N:7]=1, predict the reactants needed to synthesize it. (3) Given the product [N:21]([CH2:2][C:3]1[C:15]([C:16]#[N:17])=[CH:14][C:6]([C:7]([O:9][C:10]([CH3:13])([CH3:12])[CH3:11])=[O:8])=[C:5]([O:18][CH2:19][CH3:20])[CH:4]=1)=[N+:22]=[N-:23], predict the reactants needed to synthesize it. The reactants are: Br[CH2:2][C:3]1[C:15]([C:16]#[N:17])=[CH:14][C:6]([C:7]([O:9][C:10]([CH3:13])([CH3:12])[CH3:11])=[O:8])=[C:5]([O:18][CH2:19][CH3:20])[CH:4]=1.[N-:21]=[N+:22]=[N-:23].[Na+].